This data is from Full USPTO retrosynthesis dataset with 1.9M reactions from patents (1976-2016). The task is: Predict the reactants needed to synthesize the given product. The reactants are: [S:1]1[C:9]2[C:4](=[N:5][CH:6]=[CH:7][CH:8]=2)[N:3]=[C:2]1[O:10][C:11]1[CH:21]=[CH:20][C:14]2[C:15]([CH2:18]O)=[CH:16][O:17][C:13]=2[CH:12]=1.O=S(Cl)[Cl:24]. Given the product [Cl:24][CH2:18][C:15]1[C:14]2[CH:20]=[CH:21][C:11]([O:10][C:2]3[S:1][C:9]4[C:4]([N:3]=3)=[N:5][CH:6]=[CH:7][CH:8]=4)=[CH:12][C:13]=2[O:17][CH:16]=1, predict the reactants needed to synthesize it.